This data is from Peptide-MHC class II binding affinity with 134,281 pairs from IEDB. The task is: Regression. Given a peptide amino acid sequence and an MHC pseudo amino acid sequence, predict their binding affinity value. This is MHC class II binding data. (1) The peptide sequence is KVALEAPLKQIAFNSGLEPG. The MHC is DRB1_0301 with pseudo-sequence DRB1_0301. The binding affinity (normalized) is 0.0759. (2) The peptide sequence is AAFSKLPASTIDELK. The MHC is DRB4_0101 with pseudo-sequence DRB4_0103. The binding affinity (normalized) is 0.435.